The task is: Predict the product of the given reaction.. This data is from Forward reaction prediction with 1.9M reactions from USPTO patents (1976-2016). (1) Given the reactants [CH:1]1([C:4]([NH:12][C:13]([C:15]2[CH:20]=[C:19]([O:21][CH2:22][C:23]([F:26])([F:25])[F:24])[C:18](Br)=[CH:17][N:16]=2)=[O:14])([C:6]2[N:10]=[C:9]([CH3:11])[O:8][N:7]=2)[CH3:5])[CH2:3][CH2:2]1.Cl.[F:29][C:30]1([F:35])[CH2:34][CH2:33][NH:32][CH2:31]1, predict the reaction product. The product is: [CH:1]1([C:4]([NH:12][C:13]([C:15]2[CH:20]=[C:19]([O:21][CH2:22][C:23]([F:26])([F:25])[F:24])[C:18]([N:32]3[CH2:33][CH2:34][C:30]([F:35])([F:29])[CH2:31]3)=[CH:17][N:16]=2)=[O:14])([C:6]2[N:10]=[C:9]([CH3:11])[O:8][N:7]=2)[CH3:5])[CH2:3][CH2:2]1. (2) The product is: [CH3:16][O:17][C:18]([C@@H:20]1[CH2:24][C@@H:23]([OH:25])[CH2:22][N:21]1[C:12]([C:10]1[S:11][C:4]2[C:5](=[N:6][CH:7]=[CH:8][C:3]=2[Cl:2])[CH:9]=1)=[O:14])=[O:19]. Given the reactants [Li+].[Cl:2][C:3]1[CH:8]=[CH:7][N:6]=[C:5]2[CH:9]=[C:10]([C:12]([O-:14])=O)[S:11][C:4]=12.Cl.[CH3:16][O:17][C:18]([C@@H:20]1[CH2:24][C@@H:23]([OH:25])[CH2:22][NH:21]1)=[O:19].C1CN([P+](ON2N=NC3C=CC=CC2=3)(N2CCCC2)N2CCCC2)CC1.F[P-](F)(F)(F)(F)F.CCN(C(C)C)C(C)C, predict the reaction product. (3) Given the reactants [CH2:1]([O:5][C:6]([C:8]1[C:9]([OH:19])=[C:10]2[C:17]([CH3:18])=[N:16][S:15][C:11]2=[C:12](Br)[N:13]=1)=[O:7])[CH2:2][CH2:3][CH3:4].[C:20]1(B(O)O)[CH:25]=[CH:24][CH:23]=[CH:22][CH:21]=1, predict the reaction product. The product is: [CH2:1]([O:5][C:6]([C:8]1[C:9]([OH:19])=[C:10]2[C:17]([CH3:18])=[N:16][S:15][C:11]2=[C:12]([C:20]2[CH:25]=[CH:24][CH:23]=[CH:22][CH:21]=2)[N:13]=1)=[O:7])[CH2:2][CH2:3][CH3:4].